Dataset: Full USPTO retrosynthesis dataset with 1.9M reactions from patents (1976-2016). Task: Predict the reactants needed to synthesize the given product. (1) The reactants are: OCCCCCCC[CH2:9][NH:10][C:11]([C:13]1[CH:14]=[C:15]([S:19]([C:22]2[CH:23]=[C:24]3[C:29](=[C:30]([CH3:32])[CH:31]=2)[N:28]=[CH:27][C:26]([C:33]([NH2:35])=[O:34])=[C:25]3[NH:36][C:37]2[CH:42]=[CH:41][CH:40]=[C:39]([O:43][CH3:44])[CH:38]=2)(=[O:21])=[O:20])[CH:16]=[CH:17][CH:18]=1)=[O:12].CN[CH2:47][CH2:48][CH2:49][CH2:50][CH2:51][CH2:52][OH:53]. Given the product [OH:53][CH2:52][CH2:51][CH2:50][CH2:49][CH2:48][CH2:47][N:10]([CH3:9])[C:11]([C:13]1[CH:14]=[C:15]([S:19]([C:22]2[CH:23]=[C:24]3[C:29](=[C:30]([CH3:32])[CH:31]=2)[N:28]=[CH:27][C:26]([C:33]([NH2:35])=[O:34])=[C:25]3[NH:36][C:37]2[CH:42]=[CH:41][CH:40]=[C:39]([O:43][CH3:44])[CH:38]=2)(=[O:20])=[O:21])[CH:16]=[CH:17][CH:18]=1)=[O:12], predict the reactants needed to synthesize it. (2) Given the product [Cl:43][C:38]1[CH:37]=[C:36]([NH:35][C:15]2[C:14]3[C:19](=[CH:20][C:21]([O:22][CH2:23][CH2:24][CH2:25][N:26]4[CH2:31][C:30](=[O:32])[O:29][C:28]([CH3:34])([CH3:33])[CH2:27]4)=[C:12]([NH:11][C:1]([CH:2]=[CH2:3])=[O:4])[CH:13]=3)[N:18]=[CH:17][N:16]=2)[CH:41]=[CH:40][C:39]=1[F:42], predict the reactants needed to synthesize it. The reactants are: [C:1](O)(=[O:4])[CH:2]=[CH2:3].C(Cl)(=O)C=C.[NH2:11][C:12]1[CH:13]=[C:14]2[C:19](=[CH:20][C:21]=1[O:22][CH2:23][CH2:24][CH2:25][N:26]1[CH2:31][C:30](=[O:32])[O:29][C:28]([CH3:34])([CH3:33])[CH2:27]1)[N:18]=[CH:17][N:16]=[C:15]2[NH:35][C:36]1[CH:41]=[CH:40][C:39]([F:42])=[C:38]([Cl:43])[CH:37]=1.C(=O)=O.CC(C)=O.[OH-].[Na+]. (3) The reactants are: [C:1]([O:5][C:6](=[O:20])[CH:7]([NH2:19])[CH2:8][C:9]([O:11][CH2:12][C:13]1[CH:18]=[CH:17][CH:16]=[CH:15][CH:14]=1)=[O:10])([CH3:4])([CH3:3])[CH3:2].C(N(CC)CC)C.[CH3:28][O:29][C:30]1[CH:35]=[CH:34][C:33]([S:36](Cl)(=[O:38])=[O:37])=[CH:32][CH:31]=1.O. Given the product [C:1]([O:5][C:6](=[O:20])[CH:7]([NH:19][S:36]([C:33]1[CH:32]=[CH:31][C:30]([O:29][CH3:28])=[CH:35][CH:34]=1)(=[O:38])=[O:37])[CH2:8][C:9]([O:11][CH2:12][C:13]1[CH:18]=[CH:17][CH:16]=[CH:15][CH:14]=1)=[O:10])([CH3:4])([CH3:2])[CH3:3], predict the reactants needed to synthesize it. (4) Given the product [C:38]1([CH:7]([C:1]2[CH:6]=[CH:5][CH:4]=[CH:3][CH:2]=2)[CH2:8][NH:9][C:10]2[N:18]=[C:17]([CH2:19][NH:20][C:21]([NH:23][CH2:24][CH2:25][N:26]3[CH2:31][CH2:30][CH2:29][CH2:28][CH2:27]3)=[O:22])[N:16]=[C:15]3[C:11]=2[N:12]=[CH:13][NH:14]3)[CH:39]=[CH:40][CH:41]=[CH:42][CH:43]=1, predict the reactants needed to synthesize it. The reactants are: [C:1]1([CH:7]([C:38]2[CH:43]=[CH:42][CH:41]=[CH:40][CH:39]=2)[CH2:8][NH:9][C:10]2[N:18]=[C:17]([CH2:19][NH:20][C:21]([NH:23][CH2:24][CH2:25][N:26]3[CH2:31][CH2:30][CH2:29][CH2:28][CH2:27]3)=[O:22])[N:16]=[C:15]3[C:11]=2[N:12]=[CH:13][N:14]3C2CCCCO2)[CH:6]=[CH:5][CH:4]=[CH:3][CH:2]=1.Cl. (5) The reactants are: [CH2:1]([N:8]1[CH2:13][CH2:12][O:11][CH:10]([C:14]#[N:15])[CH2:9]1)[C:2]1[CH:7]=[CH:6][CH:5]=[CH:4][CH:3]=1.[CH3:16][O:17][C:18]1[CH:26]=[CH:25][CH:24]=[CH:23][C:19]=1[CH2:20][Mg]Cl.CO.[CH2:29]([O:31][CH2:32][CH3:33])C. Given the product [C:10]([OH:17])(=[O:11])[CH3:14].[C:18]([OH:17])(=[O:31])[CH3:26].[CH2:1]([N:8]1[CH2:13][CH2:12][O:11][CH:10]([C:14]([NH2:15])([CH2:6][C:7]2[CH:2]=[CH:3][CH:4]=[CH:33][C:32]=2[O:31][CH3:29])[CH2:20][C:19]2[CH:23]=[CH:24][CH:25]=[CH:26][C:18]=2[O:17][CH3:16])[CH2:9]1)[C:2]1[CH:3]=[CH:4][CH:5]=[CH:6][CH:7]=1, predict the reactants needed to synthesize it. (6) Given the product [Br:42][CH2:8][C:6]([C:20]1[C:21]([CH3:29])=[C:22]([C:25]([F:28])=[CH:26][CH:27]=1)[C:23]#[N:24])=[O:7], predict the reactants needed to synthesize it. The reactants are: C([Sn](CCCC)(CCCC)[C:6]([O:8]CC)=[CH2:7])CCC.Br[C:20]1[C:21]([CH3:29])=[C:22]([C:25]([F:28])=[CH:26][CH:27]=1)[C:23]#[N:24].C1COCC1.C1C(=O)N([Br:42])C(=O)C1.